The task is: Predict the reactants needed to synthesize the given product.. This data is from Full USPTO retrosynthesis dataset with 1.9M reactions from patents (1976-2016). (1) The reactants are: Cl[C:2]1[N:6]([CH3:7])[N:5]=[CH:4][C:3]=1[N+:8]([O-])=O.[CH2:11]([C@@H:13]1[NH:18][CH2:17][CH2:16][N:15]([C:19]([O:21][C:22]([CH3:25])([CH3:24])[CH3:23])=[O:20])[CH2:14]1)[CH3:12]. Given the product [NH2:8][C:3]1[CH:4]=[N:5][N:6]([CH3:7])[C:2]=1[N:18]1[CH2:17][CH2:16][N:15]([C:19]([O:21][C:22]([CH3:24])([CH3:23])[CH3:25])=[O:20])[CH2:14][C@@H:13]1[CH2:11][CH3:12], predict the reactants needed to synthesize it. (2) The reactants are: [NH2:1][C:2]1[CH:9]=[CH:8][CH:7]=[C:6]([O:10][CH3:11])[C:3]=1[C:4]#[N:5].[C:12]([N:20]=[C:21]=[O:22])(=[O:19])[C:13]1[CH:18]=[CH:17][CH:16]=[CH:15][CH:14]=1. Given the product [C:4]([C:3]1[C:6]([O:10][CH3:11])=[CH:7][CH:8]=[CH:9][C:2]=1[NH:1][C:21]([NH:20][C:12](=[O:19])[C:13]1[CH:14]=[CH:15][CH:16]=[CH:17][CH:18]=1)=[O:22])#[N:5], predict the reactants needed to synthesize it. (3) Given the product [F:17][C:15]1[CH:16]=[C:11]([CH2:10][C@@H:9]([C:19]2[C:24]([C:25]3[CH:26]=[C:27]([CH:31]=[CH:32][CH:33]=3)[C:28]([NH2:30])=[O:29])=[CH:23][CH:22]=[CH:21][N:20]=2)[NH:8][C:46](=[O:47])[CH2:45][CH:38]2[C:37]3[C:41](=[CH:42][CH:43]=[C:35]([F:34])[CH:36]=3)[NH:40][C:39]2=[O:44])[CH:12]=[C:13]([F:18])[CH:14]=1, predict the reactants needed to synthesize it. The reactants are: FC(F)(F)C(O)=O.[NH2:8][C@H:9]([C:19]1[C:24]([C:25]2[CH:26]=[C:27]([CH:31]=[CH:32][CH:33]=2)[C:28]([NH2:30])=[O:29])=[CH:23][CH:22]=[CH:21][N:20]=1)[CH2:10][C:11]1[CH:16]=[C:15]([F:17])[CH:14]=[C:13]([F:18])[CH:12]=1.[F:34][C:35]1[CH:36]=[C:37]2[C:41](=[CH:42][CH:43]=1)[NH:40][C:39](=[O:44])[CH:38]2[CH2:45][C:46](O)=[O:47]. (4) The reactants are: [I-].[F:2][C:3]1([F:27])[O:7][C:6]2[CH:8]=[CH:9][C:10]([N:12]3[CH2:16][C:15](=[CH2:17])[S:14]/[C:13]/3=[N:18]\[C:19](N3C=C[N+](C)=C3)=[O:20])=[CH:11][C:5]=2[O:4]1.[CH3:28][CH:29]1[CH2:33][CH2:32][CH2:31][NH:30]1.CCN(C(C)C)C(C)C. Given the product [F:27][C:3]1([F:2])[O:7][C:6]2[CH:8]=[CH:9][C:10]([N:12]3[CH2:16][C:15](=[CH2:17])[S:14]/[C:13]/3=[N:18]\[C:19]([N:30]3[CH2:31][CH2:32][CH2:33][CH:29]3[CH3:28])=[O:20])=[CH:11][C:5]=2[O:4]1, predict the reactants needed to synthesize it. (5) The reactants are: [NH2:1][C:2]1[CH:3]=[CH:4][CH:5]=[C:6]2[C:11]=1[N:10]=[CH:9][CH:8]=[CH:7]2.[F:12][C:13]([F:25])([F:24])[C:14]1[N:19]=[CH:18][C:17]([S:20](Cl)(=[O:22])=[O:21])=[CH:16][CH:15]=1. Given the product [N:10]1[C:11]2[C:6](=[CH:5][CH:4]=[CH:3][C:2]=2[NH:1][S:20]([C:17]2[CH:18]=[N:19][C:14]([C:13]([F:25])([F:12])[F:24])=[CH:15][CH:16]=2)(=[O:22])=[O:21])[CH:7]=[CH:8][CH:9]=1, predict the reactants needed to synthesize it. (6) Given the product [CH2:24]([N:8]1[CH2:9][CH2:10][C:11]2[N:3]([CH2:1][CH3:2])[C:4]([CH2:12][N:13]3[CH:17]=[CH:16][N:15]=[C:14]3[C:18]3[N:23]=[CH:22][CH:21]=[CH:20][N:19]=3)=[N:5][C:6]=2[CH2:7]1)[C:25]1[CH:30]=[CH:29][CH:28]=[CH:27][CH:26]=1, predict the reactants needed to synthesize it. The reactants are: [CH2:1]([N:3]1[C:11]2[CH:10]=[CH:9][N:8]=[CH:7][C:6]=2[N:5]=[C:4]1[CH2:12][N:13]1[CH:17]=[CH:16][N:15]=[C:14]1[C:18]1[N:23]=[CH:22][CH:21]=[CH:20][N:19]=1)[CH3:2].[CH2:24](Br)[C:25]1[CH:30]=[CH:29][CH:28]=[CH:27][CH:26]=1. (7) Given the product [CH2:14]([C@H:6]1[N:5]([CH:16]([CH3:18])[CH3:17])[C:4]2[N:3]=[C:2]([N:28]3[CH:29]=[CH:30][N:31]=[C:27]3[C:23]3[CH:22]=[C:21]([CH:26]=[CH:25][CH:24]=3)[C:19]#[N:20])[N:11]=[CH:10][C:9]=2[N:8]([CH3:12])[C:7]1=[O:13])[CH3:15], predict the reactants needed to synthesize it. The reactants are: Cl[C:2]1[N:11]=[CH:10][C:9]2[N:8]([CH3:12])[C:7](=[O:13])[C@@H:6]([CH2:14][CH3:15])[N:5]([CH:16]([CH3:18])[CH3:17])[C:4]=2[N:3]=1.[C:19]([C:21]1[CH:22]=[C:23]([C:27]2[NH:28][CH:29]=[CH:30][N:31]=2)[CH:24]=[CH:25][CH:26]=1)#[N:20]. (8) Given the product [F:16][C:13]1[CH:14]=[C:15]2[C:10](=[CH:11][C:12]=1[F:17])[NH:9][CH:8]=[C:7]2[CH2:6][CH:5]([NH:18][C:19]([C:21]1[C:26]2[O:27][CH2:28][CH2:29][CH2:30][CH2:31][C:25]=2[CH:24]=[C:23]([C:32]2[CH:37]=[C:36]([C:38](=[O:41])[NH:39][CH3:40])[CH:35]=[C:34]([F:42])[CH:33]=2)[CH:22]=1)=[O:20])[CH2:4][OH:3], predict the reactants needed to synthesize it. The reactants are: C([O:3][C:4](=O)[CH:5]([NH:18][C:19]([C:21]1[C:26]2[O:27][CH2:28][CH2:29][CH2:30][CH2:31][C:25]=2[CH:24]=[C:23]([C:32]2[CH:37]=[C:36]([C:38](=[O:41])[NH:39][CH3:40])[CH:35]=[C:34]([F:42])[CH:33]=2)[CH:22]=1)=[O:20])[CH2:6][C:7]1[C:15]2[C:10](=[CH:11][C:12]([F:17])=[C:13]([F:16])[CH:14]=2)[NH:9][CH:8]=1)C.[BH4-].[Li+].CO. (9) Given the product [NH:39]1[C:47]2[C:42](=[CH:43][CH:44]=[CH:45][CH:46]=2)[CH:41]=[C:40]1[C:2]1[C:10]2[C:5](=[CH:6][CH:7]=[C:8]([NH:11][S:12]([C:15]3[CH:20]=[CH:19][CH:18]=[CH:17][C:16]=3[S:21]([CH3:24])(=[O:23])=[O:22])(=[O:13])=[O:14])[CH:9]=2)[NH:4][N:3]=1, predict the reactants needed to synthesize it. The reactants are: I[C:2]1[C:10]2[C:5](=[CH:6][CH:7]=[C:8]([NH:11][S:12]([C:15]3[CH:20]=[CH:19][CH:18]=[CH:17][C:16]=3[S:21]([CH3:24])(=[O:23])=[O:22])(=[O:14])=[O:13])[CH:9]=2)[N:4](C(OC(C)(C)C)=O)[N:3]=1.C(OC([N:39]1[C:47]2[C:42](=[CH:43][CH:44]=[CH:45][CH:46]=2)[CH:41]=[C:40]1B(O)O)=O)(C)(C)C.C(=O)([O-])O.[Na+]. (10) Given the product [Br:1][C:2]1[CH:3]=[C:4]([CH:5]=[CH:6][CH:7]=1)[O:8][CH2:10][CH2:11][N:12]1[CH2:17][CH2:16][O:15][CH2:14][CH2:13]1, predict the reactants needed to synthesize it. The reactants are: [Br:1][C:2]1[CH:3]=[C:4]([OH:8])[CH:5]=[CH:6][CH:7]=1.Cl[CH2:10][CH2:11][N:12]1[CH2:17][CH2:16][O:15][CH2:14][CH2:13]1.C([O-])([O-])=O.[K+].[K+].